This data is from Full USPTO retrosynthesis dataset with 1.9M reactions from patents (1976-2016). The task is: Predict the reactants needed to synthesize the given product. (1) Given the product [CH2:1]([C:3]1[CH:8]=[CH:7][C:6]([CH2:9][C:10]([NH:16][O:15][CH3:14])=[O:11])=[CH:5][CH:4]=1)[CH3:2], predict the reactants needed to synthesize it. The reactants are: [CH2:1]([C:3]1[CH:8]=[CH:7][C:6]([CH2:9][C:10](Cl)=[O:11])=[CH:5][CH:4]=1)[CH3:2].Cl.[CH3:14][O:15][NH2:16].C(=O)([O-])[O-].[Na+].[Na+]. (2) Given the product [C:11]1([N:1]2[C:9]3[CH:8]=[CH:7][N:6]=[CH:5][C:4]=3[CH:3]=[CH:2]2)[CH:16]=[CH:15][CH:14]=[CH:13][CH:12]=1, predict the reactants needed to synthesize it. The reactants are: [NH:1]1[C:9]2[C:4](=[CH:5][N:6]=[CH:7][CH:8]=2)[CH:3]=[CH:2]1.N[C@H:11]1[CH2:16][CH2:15][CH2:14][CH2:13][C@@H:12]1N.P([O-])([O-])([O-])=O.[K+].[K+].[K+].IC1C=CC=CC=1.